This data is from NCI-60 drug combinations with 297,098 pairs across 59 cell lines. The task is: Regression. Given two drug SMILES strings and cell line genomic features, predict the synergy score measuring deviation from expected non-interaction effect. (1) Drug 1: C1=CC(=C2C(=C1NCCNCCO)C(=O)C3=C(C=CC(=C3C2=O)O)O)NCCNCCO. Drug 2: C1=CN(C=N1)CC(O)(P(=O)(O)O)P(=O)(O)O. Cell line: SNB-75. Synergy scores: CSS=10.3, Synergy_ZIP=-15.1, Synergy_Bliss=-25.3, Synergy_Loewe=-39.8, Synergy_HSA=-24.1. (2) Drug 1: C1CC(=O)NC(=O)C1N2CC3=C(C2=O)C=CC=C3N. Drug 2: CS(=O)(=O)OCCCCOS(=O)(=O)C. Cell line: OVCAR-8. Synergy scores: CSS=4.89, Synergy_ZIP=-3.27, Synergy_Bliss=-0.237, Synergy_Loewe=-0.293, Synergy_HSA=1.30. (3) Synergy scores: CSS=45.6, Synergy_ZIP=-9.91, Synergy_Bliss=-12.9, Synergy_Loewe=-12.7, Synergy_HSA=-8.37. Cell line: PC-3. Drug 1: CCCCC(=O)OCC(=O)C1(CC(C2=C(C1)C(=C3C(=C2O)C(=O)C4=C(C3=O)C=CC=C4OC)O)OC5CC(C(C(O5)C)O)NC(=O)C(F)(F)F)O. Drug 2: C1CCC(C(C1)N)N.C(=O)(C(=O)[O-])[O-].[Pt+4]. (4) Drug 1: CC12CCC3C(C1CCC2O)C(CC4=C3C=CC(=C4)O)CCCCCCCCCS(=O)CCCC(C(F)(F)F)(F)F. Drug 2: C(CCl)NC(=O)N(CCCl)N=O. Cell line: NCI-H226. Synergy scores: CSS=3.59, Synergy_ZIP=5.45, Synergy_Bliss=9.75, Synergy_Loewe=1.91, Synergy_HSA=2.95. (5) Drug 1: CC1=C(C=C(C=C1)NC2=NC=CC(=N2)N(C)C3=CC4=NN(C(=C4C=C3)C)C)S(=O)(=O)N.Cl. Drug 2: CC1C(C(CC(O1)OC2CC(CC3=C2C(=C4C(=C3O)C(=O)C5=CC=CC=C5C4=O)O)(C(=O)C)O)N)O. Cell line: ACHN. Synergy scores: CSS=60.5, Synergy_ZIP=0.555, Synergy_Bliss=0.256, Synergy_Loewe=-2.49, Synergy_HSA=4.76.